Task: Regression. Given a peptide amino acid sequence and an MHC pseudo amino acid sequence, predict their binding affinity value. This is MHC class I binding data.. Dataset: Peptide-MHC class I binding affinity with 185,985 pairs from IEDB/IMGT (1) The peptide sequence is DFTEVQLGIP. The MHC is Mamu-B08 with pseudo-sequence Mamu-B08. The binding affinity (normalized) is 0. (2) The binding affinity (normalized) is 0.506. The MHC is HLA-A31:01 with pseudo-sequence HLA-A31:01. The peptide sequence is PTWFGISFR. (3) The peptide sequence is FPYEGGKVF. The MHC is HLA-B27:05 with pseudo-sequence HLA-B27:05. The binding affinity (normalized) is 0.0847. (4) The peptide sequence is MTTEDMLSVW. The MHC is HLA-B53:01 with pseudo-sequence HLA-B53:01. The binding affinity (normalized) is 0.376. (5) The peptide sequence is FMKVKFEAL. The MHC is HLA-B57:01 with pseudo-sequence HLA-B57:01. The binding affinity (normalized) is 0.0847. (6) The peptide sequence is PRAHKYQVPSL. The MHC is Mamu-A07 with pseudo-sequence Mamu-A07. The binding affinity (normalized) is 0.0388. (7) The binding affinity (normalized) is 1.00. The peptide sequence is DLADQLIHL. The MHC is BoLA-T2C with pseudo-sequence BoLA-T2C. (8) The peptide sequence is SYMVPFIPL. The MHC is H-2-Kd with pseudo-sequence H-2-Kd. The binding affinity (normalized) is 0.541. (9) The peptide sequence is AATIQTPTK. The MHC is HLA-A03:01 with pseudo-sequence HLA-A03:01. The binding affinity (normalized) is 0.231.